This data is from NCI-60 drug combinations with 297,098 pairs across 59 cell lines. The task is: Regression. Given two drug SMILES strings and cell line genomic features, predict the synergy score measuring deviation from expected non-interaction effect. Drug 1: CC1=C(C=C(C=C1)NC(=O)C2=CC=C(C=C2)CN3CCN(CC3)C)NC4=NC=CC(=N4)C5=CN=CC=C5. Drug 2: CC12CCC3C(C1CCC2O)C(CC4=C3C=CC(=C4)O)CCCCCCCCCS(=O)CCCC(C(F)(F)F)(F)F. Cell line: HCT-15. Synergy scores: CSS=3.79, Synergy_ZIP=0.523, Synergy_Bliss=1.09, Synergy_Loewe=5.50, Synergy_HSA=0.704.